From a dataset of Full USPTO retrosynthesis dataset with 1.9M reactions from patents (1976-2016). Predict the reactants needed to synthesize the given product. The reactants are: C([O:4][CH2:5][C:6](Cl)=[O:7])(=O)C.[Cl:9][C:10]1[C:11]([C:31]2[N:35]3[CH:36]=[CH:37][CH:38]=[CH:39][C:34]3=[N:33][CH:32]=2)=[N:12][C:13]([NH:16][C:17]2[CH:22]=[CH:21][C:20]([N:23]3[CH2:28][CH2:27][NH:26][CH2:25][CH2:24]3)=[CH:19][C:18]=2[O:29][CH3:30])=[N:14][CH:15]=1.C(N(CC)C(C)C)(C)C.C([O-])([O-])=O.[K+].[K+]. Given the product [Cl:9][C:10]1[C:11]([C:31]2[N:35]3[CH:36]=[CH:37][CH:38]=[CH:39][C:34]3=[N:33][CH:32]=2)=[N:12][C:13]([NH:16][C:17]2[CH:22]=[CH:21][C:20]([N:23]3[CH2:24][CH2:25][N:26]([C:6](=[O:7])[CH2:5][OH:4])[CH2:27][CH2:28]3)=[CH:19][C:18]=2[O:29][CH3:30])=[N:14][CH:15]=1, predict the reactants needed to synthesize it.